Dataset: Catalyst prediction with 721,799 reactions and 888 catalyst types from USPTO. Task: Predict which catalyst facilitates the given reaction. (1) Reactant: [NH2:1][CH:2]1[N:8]=[C:7]([C:9]2[CH:14]=[CH:13][CH:12]=[CH:11][CH:10]=2)[C:6]2[CH:15]=[C:16]([Cl:19])[CH:17]=[CH:18][C:5]=2[N:4]([CH2:20][CH:21]=[CH2:22])[C:3]1=[O:23].[N:24]([C:27]1[C:36]2[C:31](=[CH:32][CH:33]=[CH:34][CH:35]=2)[C:30]([N:37]([CH3:39])[CH3:38])=[CH:29][CH:28]=1)=[C:25]=[S:26]. Product: [Cl:19][C:16]1[CH:17]=[CH:18][C:5]2[N:4]([CH2:20][CH:21]=[CH2:22])[C:3](=[O:23])[CH:2]([NH:1][C:25]([NH:24][C:27]3[C:36]4[C:31](=[CH:32][CH:33]=[CH:34][CH:35]=4)[C:30]([N:37]([CH3:39])[CH3:38])=[CH:29][CH:28]=3)=[S:26])[N:8]=[C:7]([C:9]3[CH:10]=[CH:11][CH:12]=[CH:13][CH:14]=3)[C:6]=2[CH:15]=1. The catalyst class is: 68. (2) Reactant: [C:1]([C:3]1[CH:4]=[C:5]([CH2:9][CH2:10][C:11]([O:13][C:14]([CH3:17])([CH3:16])[CH3:15])=[O:12])[CH:6]=[CH:7][CH:8]=1)#[N:2].Cl.[NH2:19][OH:20].C(=O)(O)[O-].[Na+]. Product: [OH:20][NH:19][C:1](=[NH:2])[C:3]1[CH:4]=[C:5]([CH2:9][CH2:10][C:11]([O:13][C:14]([CH3:16])([CH3:15])[CH3:17])=[O:12])[CH:6]=[CH:7][CH:8]=1. The catalyst class is: 162. (3) Reactant: [F:1][C:2]1[CH:3]=[C:4]2[C:8](=[CH:9][C:10]=1[F:11])[N:7]([C:12]1[CH:17]=[CH:16][C:15]([O:18][CH3:19])=[CH:14][CH:13]=1)[CH:6]=[CH:5]2.FC1C=C2C(=CC=1F)NC=C2.IC1C=CC(OC)=CC=1.ClS([N:44]=[C:45]=[O:46])(=O)=O.[OH-].[Na+]. Product: [F:1][C:2]1[CH:3]=[C:4]2[C:8](=[CH:9][C:10]=1[F:11])[N:7]([C:12]1[CH:17]=[CH:16][C:15]([O:18][CH3:19])=[CH:14][CH:13]=1)[CH:6]=[C:5]2[C:45]([NH2:44])=[O:46]. The catalyst class is: 325. (4) Product: [CH3:31][O:30][C:17]1[C:18]([O:28][CH3:29])=[CH:19][C:20]2[CH:21]=[C:22]3[C:13]([C:11](=[O:12])[C:7]([C:6]#[N:8])=[CH:24][NH:23]3)=[CH:14][C:15]=2[CH:16]=1. The catalyst class is: 20. Reactant: C([Li])CCC.[C:6](#[N:8])[CH3:7].CO[C:11]([C:13]1[C:22]([N:23]=[CH:24]N(C)C)=[CH:21][C:20]2[C:15](=[CH:16][C:17]([O:30][CH3:31])=[C:18]([O:28][CH3:29])[CH:19]=2)[CH:14]=1)=[O:12].C(O)(=O)C. (5) Reactant: [Cl:1][C:2]1[N:11]=[CH:10][C:9]2[NH:8][CH2:7][CH:6]3[CH2:12][O:13][CH2:14][CH2:15][N:5]3[C:4]=2[N:3]=1.CC(C)([O-])C.[Na+].[CH3:22][C:23]1[CH:28]=[CH:27][C:26]([S:29](Cl)(=[O:31])=[O:30])=[CH:25][CH:24]=1. Product: [Cl:1][C:2]1[N:11]=[CH:10][C:9]2[N:8]([S:29]([C:26]3[CH:27]=[CH:28][C:23]([CH3:22])=[CH:24][CH:25]=3)(=[O:31])=[O:30])[CH2:7][CH:6]3[CH2:12][O:13][CH2:14][CH2:15][N:5]3[C:4]=2[N:3]=1. The catalyst class is: 16. (6) Reactant: [CH2:1]([O:8][C:9]1[CH:14]=[CH:13][C:12]([I:15])=[CH:11][C:10]=1[CH2:16]Br)[C:2]1[CH:7]=[CH:6][CH:5]=[CH:4][CH:3]=1.[C:18]([O:22][C:23]([NH:25][CH:26]([C:32]([O:34][CH2:35][CH3:36])=[O:33])[C:27]([O:29][CH2:30][CH3:31])=[O:28])=[O:24])([CH3:21])([CH3:20])[CH3:19].[O-]CC.[Na+]. Product: [CH2:1]([O:8][C:9]1[CH:14]=[CH:13][C:12]([I:15])=[CH:11][C:10]=1[CH2:16][C:26]([NH:25][C:23]([O:22][C:18]([CH3:20])([CH3:19])[CH3:21])=[O:24])([C:27]([O:29][CH2:30][CH3:31])=[O:28])[C:32]([O:34][CH2:35][CH3:36])=[O:33])[C:2]1[CH:7]=[CH:6][CH:5]=[CH:4][CH:3]=1. The catalyst class is: 8. (7) Reactant: [CH2:1]([N:3]([CH2:20][CH3:21])[C:4]([C:6]1[CH:19]=[CH:18][C:9]([CH2:10][C:11]2[CH:16]=[CH:15][CH:14]=[CH:13][C:12]=2[OH:17])=[CH:8][CH:7]=1)=[O:5])[CH3:2].[OH-].[Na+].[CH2:24]1[O:26][CH:25]1[CH2:27][OH:28]. Product: [CH2:20]([N:3]([CH2:1][CH3:2])[C:4]([C:6]1[CH:19]=[CH:18][C:9]([CH2:10][C:11]2[CH:16]=[CH:15][CH:14]=[CH:13][C:12]=2[O:17][CH2:24][CH:25]([OH:26])[CH2:27][OH:28])=[CH:8][CH:7]=1)=[O:5])[CH3:21]. The catalyst class is: 38. (8) Reactant: [C:1]([O:5][C:6]([N:8]1[C:17]2[C:12](=[CH:13][C:14]([C:18]#[C:19][CH2:20][CH2:21][CH2:22][OH:23])=[CH:15][CH:16]=2)[CH2:11][CH2:10][CH2:9]1)=[O:7])([CH3:4])([CH3:3])[CH3:2]. Product: [C:1]([O:5][C:6]([N:8]1[C:17]2[C:12](=[CH:13][C:14]([CH2:18][CH2:19][CH2:20][CH2:21][CH2:22][OH:23])=[CH:15][CH:16]=2)[CH2:11][CH2:10][CH2:9]1)=[O:7])([CH3:4])([CH3:3])[CH3:2]. The catalyst class is: 29.